From a dataset of NCI-60 drug combinations with 297,098 pairs across 59 cell lines. Regression. Given two drug SMILES strings and cell line genomic features, predict the synergy score measuring deviation from expected non-interaction effect. (1) Drug 1: COC1=CC(=CC(=C1O)OC)C2C3C(COC3=O)C(C4=CC5=C(C=C24)OCO5)OC6C(C(C7C(O6)COC(O7)C8=CC=CS8)O)O. Drug 2: CC1=C2C(C(=O)C3(C(CC4C(C3C(C(C2(C)C)(CC1OC(=O)C(C(C5=CC=CC=C5)NC(=O)OC(C)(C)C)O)O)OC(=O)C6=CC=CC=C6)(CO4)OC(=O)C)O)C)O. Cell line: 786-0. Synergy scores: CSS=44.6, Synergy_ZIP=-4.26, Synergy_Bliss=-5.74, Synergy_Loewe=-10.7, Synergy_HSA=-1.76. (2) Cell line: CCRF-CEM. Drug 2: COC1=C2C(=CC3=C1OC=C3)C=CC(=O)O2. Synergy scores: CSS=-4.88, Synergy_ZIP=2.23, Synergy_Bliss=2.53, Synergy_Loewe=-3.41, Synergy_HSA=-3.17. Drug 1: CC(C)(C#N)C1=CC(=CC(=C1)CN2C=NC=N2)C(C)(C)C#N. (3) Drug 1: C1=CC(=C2C(=C1NCCNCCO)C(=O)C3=C(C=CC(=C3C2=O)O)O)NCCNCCO. Drug 2: C1CC(C1)(C(=O)O)C(=O)O.[NH2-].[NH2-].[Pt+2]. Cell line: DU-145. Synergy scores: CSS=65.5, Synergy_ZIP=-1.35, Synergy_Bliss=-0.408, Synergy_Loewe=-5.53, Synergy_HSA=2.29. (4) Drug 1: COC1=NC(=NC2=C1N=CN2C3C(C(C(O3)CO)O)O)N. Drug 2: CCCCCOC(=O)NC1=NC(=O)N(C=C1F)C2C(C(C(O2)C)O)O. Cell line: HCT116. Synergy scores: CSS=-5.44, Synergy_ZIP=1.92, Synergy_Bliss=-3.06, Synergy_Loewe=-7.03, Synergy_HSA=-10.1. (5) Drug 1: CC1=CC2C(CCC3(C2CCC3(C(=O)C)OC(=O)C)C)C4(C1=CC(=O)CC4)C. Drug 2: CC1=C(C=C(C=C1)NC(=O)C2=CC=C(C=C2)CN3CCN(CC3)C)NC4=NC=CC(=N4)C5=CN=CC=C5. Cell line: SN12C. Synergy scores: CSS=0.271, Synergy_ZIP=2.36, Synergy_Bliss=4.86, Synergy_Loewe=-0.971, Synergy_HSA=-1.54. (6) Drug 1: CCC1=CC2CC(C3=C(CN(C2)C1)C4=CC=CC=C4N3)(C5=C(C=C6C(=C5)C78CCN9C7C(C=CC9)(C(C(C8N6C)(C(=O)OC)O)OC(=O)C)CC)OC)C(=O)OC.C(C(C(=O)O)O)(C(=O)O)O. Drug 2: CC1=C(N=C(N=C1N)C(CC(=O)N)NCC(C(=O)N)N)C(=O)NC(C(C2=CN=CN2)OC3C(C(C(C(O3)CO)O)O)OC4C(C(C(C(O4)CO)O)OC(=O)N)O)C(=O)NC(C)C(C(C)C(=O)NC(C(C)O)C(=O)NCCC5=NC(=CS5)C6=NC(=CS6)C(=O)NCCC[S+](C)C)O. Cell line: NCI-H460. Synergy scores: CSS=47.3, Synergy_ZIP=-0.0863, Synergy_Bliss=-0.210, Synergy_Loewe=1.04, Synergy_HSA=2.36. (7) Drug 1: C1=C(C(=O)NC(=O)N1)N(CCCl)CCCl. Drug 2: CC1=C(C(=CC=C1)Cl)NC(=O)C2=CN=C(S2)NC3=CC(=NC(=N3)C)N4CCN(CC4)CCO. Cell line: SNB-75. Synergy scores: CSS=50.0, Synergy_ZIP=3.80, Synergy_Bliss=6.16, Synergy_Loewe=5.23, Synergy_HSA=6.98. (8) Drug 1: CCCCCOC(=O)NC1=NC(=O)N(C=C1F)C2C(C(C(O2)C)O)O. Drug 2: C#CCC(CC1=CN=C2C(=N1)C(=NC(=N2)N)N)C3=CC=C(C=C3)C(=O)NC(CCC(=O)O)C(=O)O. Cell line: HS 578T. Synergy scores: CSS=53.2, Synergy_ZIP=5.39, Synergy_Bliss=-0.135, Synergy_Loewe=-32.4, Synergy_HSA=-3.28. (9) Synergy scores: CSS=46.0, Synergy_ZIP=-4.87, Synergy_Bliss=-6.15, Synergy_Loewe=-3.01, Synergy_HSA=-2.37. Cell line: HCT116. Drug 2: C#CCC(CC1=CN=C2C(=N1)C(=NC(=N2)N)N)C3=CC=C(C=C3)C(=O)NC(CCC(=O)O)C(=O)O. Drug 1: C1=CC(=C2C(=C1NCCNCCO)C(=O)C3=C(C=CC(=C3C2=O)O)O)NCCNCCO. (10) Drug 1: CN1C2=C(C=C(C=C2)N(CCCl)CCCl)N=C1CCCC(=O)O.Cl. Drug 2: CC1=C(C=C(C=C1)C(=O)NC2=CC(=CC(=C2)C(F)(F)F)N3C=C(N=C3)C)NC4=NC=CC(=N4)C5=CN=CC=C5. Cell line: BT-549. Synergy scores: CSS=-3.30, Synergy_ZIP=0.432, Synergy_Bliss=-5.26, Synergy_Loewe=-6.62, Synergy_HSA=-8.34.